This data is from Full USPTO retrosynthesis dataset with 1.9M reactions from patents (1976-2016). The task is: Predict the reactants needed to synthesize the given product. Given the product [NH2:16][CH2:15][C:14]1[CH:13]=[CH:12][C:11]([C:10]2[C:3]3[C:4](=[N:5][CH:6]=[N:7][C:2]=3[NH2:1])[N:8]([CH:26]3[CH2:31][CH2:30][CH:29]([N:32]4[CH2:33][CH2:34][N:35]([CH3:38])[CH2:36][CH2:37]4)[CH2:28][CH2:27]3)[N:9]=2)=[CH:25][CH:24]=1, predict the reactants needed to synthesize it. The reactants are: [NH2:1][C:2]1[N:7]=[CH:6][N:5]=[C:4]2[N:8]([CH:26]3[CH2:31][CH2:30][CH:29]([N:32]4[CH2:37][CH2:36][N:35]([CH3:38])[CH2:34][CH2:33]4)[CH2:28][CH2:27]3)[N:9]=[C:10]([C:11]3[CH:25]=[CH:24][C:14]([CH2:15][NH:16]C(=O)OC(C)(C)C)=[CH:13][CH:12]=3)[C:3]=12.